Dataset: Forward reaction prediction with 1.9M reactions from USPTO patents (1976-2016). Task: Predict the product of the given reaction. (1) Given the reactants [C:1]([O:5][C:6]([N:8]1[C:12]2[N:13]=[C:14]([C:18]3[CH:23]=[CH:22][CH:21]=[CH:20][CH:19]=3)[N:15]=[C:16]([Cl:17])[C:11]=2[CH:10]=[C:9]1[CH2:24]Br)=[O:7])([CH3:4])([CH3:3])[CH3:2].CC[OH:28], predict the reaction product. The product is: [C:1]([O:5][C:6]([N:8]1[C:12]2[N:13]=[C:14]([C:18]3[CH:23]=[CH:22][CH:21]=[CH:20][CH:19]=3)[N:15]=[C:16]([Cl:17])[C:11]=2[CH:10]=[C:9]1[CH:24]=[O:28])=[O:7])([CH3:4])([CH3:3])[CH3:2]. (2) Given the reactants C(=O)([O-])[O-].[K+].[K+].[C:7]1([CH:14]=[CH:13][CH:12]=[C:10]([OH:11])[CH:9]=1)[OH:8].Br[CH2:16][C:17]1[CH:24]=[CH:23][C:20]([C:21]#[N:22])=[CH:19][CH:18]=1, predict the reaction product. The product is: [OH:8][C:7]1[CH:9]=[C:10]([CH:12]=[CH:13][CH:14]=1)[O:11][CH2:16][C:17]1[CH:24]=[CH:23][C:20]([C:21]#[N:22])=[CH:19][CH:18]=1. (3) Given the reactants [F:1][C:2]([F:17])([F:16])[C:3]1[CH:8]=[CH:7][C:6]([N:9]2[CH:13]=[CH:12][C:11]([CH:14]=O)=[CH:10]2)=[CH:5][CH:4]=1.[NH:18]1[CH2:23][CH2:22][CH:21]([NH:24][C:25](=[O:31])[O:26][C:27]([CH3:30])([CH3:29])[CH3:28])[CH2:20][CH2:19]1.[BH-](OC(C)=O)(OC(C)=O)OC(C)=O.[Na+], predict the reaction product. The product is: [C:27]([O:26][C:25](=[O:31])[NH:24][CH:21]1[CH2:22][CH2:23][N:18]([CH2:14][C:11]2[CH:12]=[CH:13][N:9]([C:6]3[CH:7]=[CH:8][C:3]([C:2]([F:17])([F:16])[F:1])=[CH:4][CH:5]=3)[CH:10]=2)[CH2:19][CH2:20]1)([CH3:30])([CH3:28])[CH3:29].